From a dataset of Full USPTO retrosynthesis dataset with 1.9M reactions from patents (1976-2016). Predict the reactants needed to synthesize the given product. (1) Given the product [C:1]([O:6][C:7]12[CH2:14][CH:13]3[CH2:12][CH:11]([CH2:10][C:9]([O:17][C:20](=[O:21])[C:19]([F:30])([F:29])[F:18])([CH2:15]3)[CH2:8]1)[CH2:16]2)(=[O:5])[C:2]([CH3:4])=[CH2:3], predict the reactants needed to synthesize it. The reactants are: [C:1]([O:6][C:7]12[CH2:16][CH:11]3[CH2:12][CH:13]([CH2:15][C:9]([OH:17])([CH2:10]3)[CH2:8]1)[CH2:14]2)(=[O:5])[C:2]([CH3:4])=[CH2:3].[F:18][C:19]([F:30])([F:29])[C:20](O[C:20](=[O:21])[C:19]([F:30])([F:29])[F:18])=[O:21].C1COCC1.C(=O)(O)[O-].[Na+]. (2) The reactants are: C([O:8][C:9]1[CH:14]=[CH:13][C:12]([C:15]([N:17]2[C:22]3[CH:23]=[CH:24][CH:25]=[CH:26][C:21]=3[O:20][CH2:19][CH2:18]2)=[O:16])=[CH:11][CH:10]=1)C1C=CC=CC=1. Given the product [O:20]1[C:21]2[CH:26]=[CH:25][CH:24]=[CH:23][C:22]=2[N:17]([C:15]([C:12]2[CH:11]=[CH:10][C:9]([OH:8])=[CH:14][CH:13]=2)=[O:16])[CH2:18][CH2:19]1, predict the reactants needed to synthesize it. (3) Given the product [Cl:1][C:2]1[CH:24]=[CH:23][C:5]([CH2:6][NH:7][C:8]([C:10]2[C:11](=[O:22])[C:12]3[CH:19]=[C:18]([CH2:20][N:26]4[CH2:31][CH2:30][O:29][CH2:28][C@@H:27]4[C@H:32]([OH:33])[C:34]4[CH:39]=[CH:38][CH:37]=[CH:36][CH:35]=4)[S:17][C:13]=3[N:14]([CH3:16])[CH:15]=2)=[O:9])=[CH:4][CH:3]=1, predict the reactants needed to synthesize it. The reactants are: [Cl:1][C:2]1[CH:24]=[CH:23][C:5]([CH2:6][NH:7][C:8]([C:10]2[C:11](=[O:22])[C:12]3[CH:19]=[C:18]([CH2:20]Cl)[S:17][C:13]=3[N:14]([CH3:16])[CH:15]=2)=[O:9])=[CH:4][CH:3]=1.Cl.[NH:26]1[CH2:31][CH2:30][O:29][CH2:28][C@@H:27]1[C@@H:32]([C:34]1[CH:39]=[CH:38][CH:37]=[CH:36][CH:35]=1)[OH:33].C(N(C(C)C)CC)(C)C.C(OCC)(=O)C. (4) The reactants are: [CH:1]1([NH:8][C:9]2[O:10][CH2:11][C:12]3[CH:18]=[C:17]([NH2:19])[CH:16]=[CH:15][C:13]=3[N:14]=2)[CH2:7][CH2:6][CH2:5][CH2:4][CH2:3][CH2:2]1.[CH:20]1([C:23](O)=[O:24])[CH2:22][CH2:21]1. Given the product [CH:1]1([NH:8][C:9]2[O:10][CH2:11][C:12]3[CH:18]=[C:17]([NH:19][C:23]([CH:20]4[CH2:22][CH2:21]4)=[O:24])[CH:16]=[CH:15][C:13]=3[N:14]=2)[CH2:2][CH2:3][CH2:4][CH2:5][CH2:6][CH2:7]1, predict the reactants needed to synthesize it. (5) The reactants are: [F:1][C:2]([F:7])([F:6])[C:3]([OH:5])=[O:4].ClC1C(N[C@@H]2[C@@H]3C[C@@H](C=C3)[C@@H]2C(N)=O)=C2N=C(C3C=CC(CN4CCOCC4)=CC=3)NC2=NC=1.[NH2:42][C:43]1[C:48]([NH2:49])=[C:47]([NH:50][C@@H:51]2[C@@H:56]3[CH2:57][C@@H:53]([CH:54]=[CH:55]3)[C@@H:52]2[C:58]([NH2:60])=[O:59])[C:46]([Cl:61])=[CH:45][N:44]=1.[CH3:62][O:63][C:64]1[CH:71]=[C:70]([N:72]2[CH2:77][CH2:76][N:75]([CH3:78])[CH2:74][CH2:73]2)[CH:69]=[CH:68][C:65]=1[CH:66]=O. Given the product [F:1][C:2]([F:7])([F:6])[C:3]([OH:5])=[O:4].[Cl:61][C:46]1[C:47]([NH:50][C@@H:51]2[C@@H:56]3[CH2:57][C@@H:53]([CH:54]=[CH:55]3)[C@@H:52]2[C:58]([NH2:60])=[O:59])=[C:48]2[N:49]=[C:66]([C:65]3[CH:68]=[CH:69][C:70]([N:72]4[CH2:73][CH2:74][N:75]([CH3:78])[CH2:76][CH2:77]4)=[CH:71][C:64]=3[O:63][CH3:62])[NH:42][C:43]2=[N:44][CH:45]=1, predict the reactants needed to synthesize it. (6) Given the product [CH3:24][C:23]1[CH:22]=[C:21]([CH3:25])[NH:20][C:19](=[O:26])[C:18]=1[CH2:17][NH:16][C:14]([C:4]1[C:5]2[CH:6]=[N:7][N:8]([CH:11]([CH3:13])[CH3:12])[C:9]=2[CH:10]=[C:2]([C:32]2[CH:33]=[N:34][C:29]([O:28][CH3:27])=[CH:30][CH:31]=2)[CH:3]=1)=[O:15], predict the reactants needed to synthesize it. The reactants are: Br[C:2]1[CH:3]=[C:4]([C:14]([NH:16][CH2:17][C:18]2[C:19](=[O:26])[NH:20][C:21]([CH3:25])=[CH:22][C:23]=2[CH3:24])=[O:15])[C:5]2[CH:6]=[N:7][N:8]([CH:11]([CH3:13])[CH3:12])[C:9]=2[CH:10]=1.[CH3:27][O:28][C:29]1[N:34]=[CH:33][C:32](B(O)O)=[CH:31][CH:30]=1.C(=O)(O)[O-].[Na+].O.